Dataset: Full USPTO retrosynthesis dataset with 1.9M reactions from patents (1976-2016). Task: Predict the reactants needed to synthesize the given product. (1) Given the product [CH2:39]([NH:43][C:20]([C@@H:12]1[CH2:13][C:14]2[C:19](=[CH:18][CH:17]=[CH:16][CH:15]=2)[N:11]1[C:9]([O:8][CH2:1][C:2]1[CH:7]=[CH:6][CH:5]=[CH:4][CH:3]=1)=[O:10])=[O:21])[CH2:40][CH2:41][CH3:42], predict the reactants needed to synthesize it. The reactants are: [CH2:1]([O:8][C:9]([N:11]1[C:19]2[C:14](=[CH:15][CH:16]=[CH:17][CH:18]=2)[CH2:13][C@H:12]1[C:20](O)=[O:21])=[O:10])[C:2]1[CH:7]=[CH:6][CH:5]=[CH:4][CH:3]=1.C(N1CCOCC1)C.ClC(OCC(C)C)=O.[CH2:39]([NH2:43])[CH2:40][CH2:41][CH3:42]. (2) Given the product [C:34]([O:33][C:31](=[O:32])[NH:22][C@H:23]([C:28](=[O:29])[NH:2][CH:3]1[CH2:9][C:8]([CH3:11])([CH3:10])[CH2:7][N:6]([S:12]([C:15]2[CH:20]=[CH:19][CH:18]=[CH:17][N:16]=2)(=[O:14])=[O:13])[CH2:5][CH:4]1[OH:21])[CH2:24][CH:25]([CH3:26])[CH3:27])([CH3:35])([CH3:37])[CH3:36], predict the reactants needed to synthesize it. The reactants are: Cl.[NH2:2][CH:3]1[CH2:9][C:8]([CH3:11])([CH3:10])[CH2:7][N:6]([S:12]([C:15]2[CH:20]=[CH:19][CH:18]=[CH:17][N:16]=2)(=[O:14])=[O:13])[CH2:5][CH:4]1[OH:21].[NH:22]([C:31]([O:33][C:34]([CH3:37])([CH3:36])[CH3:35])=[O:32])[C@H:23]([C:28](O)=[O:29])[CH2:24][CH:25]([CH3:27])[CH3:26].CN(C(ON1N=NC2C=CC=CC1=2)=[N+](C)C)C.F[P-](F)(F)(F)(F)F.CN1CCOCC1.